Dataset: Reaction yield outcomes from USPTO patents with 853,638 reactions. Task: Predict the reaction yield, written as a fraction of the theoretical maximum amount of product (1.0 means a 100% yield; for example, 0.34 means a 34% yield). (1) The reactants are [C:1]([O:5][C:6]([N:8]1[CH2:13][CH2:12][N:11]([C:14]2[C:19]([O:20]CC3C=CC=CC=3)=[CH:18][N:17]=[CH:16][N:15]=2)[CH2:10][CH2:9]1)=[O:7])([CH3:4])([CH3:3])[CH3:2]. The catalyst is CO.[Pd]. The product is [C:1]([O:5][C:6]([N:8]1[CH2:9][CH2:10][N:11]([C:14]2[C:19]([OH:20])=[CH:18][N:17]=[CH:16][N:15]=2)[CH2:12][CH2:13]1)=[O:7])([CH3:4])([CH3:2])[CH3:3]. The yield is 0.950. (2) The reactants are CC([NH:4][C:5]1[S:9][C:8]([S:10]([NH2:13])(=[O:12])=[O:11])=[N:7][N:6]=1)=O.[OH-].[K+]. The catalyst is Cl. The product is [NH2:4][C:5]1[S:9][C:8]([S:10]([NH2:13])(=[O:12])=[O:11])=[N:7][N:6]=1. The yield is 0.700. (3) The reactants are Cl.[NH:2]([C:4]1[CH:5]=[C:6]([CH:10]=[CH:11][C:12]=1[CH3:13])[C:7]([OH:9])=[O:8])[NH2:3].[CH2:14]([O:16][C:17](=[O:26])[C:18]([C:24]#[N:25])=[C:19](OCC)[CH3:20])[CH3:15].C(N(CC)CC)C. The catalyst is C(O)C. The product is [CH2:14]([O:16][C:17]([C:18]1[C:19]([CH3:20])=[N:3][N:2]([C:4]2[CH:5]=[C:6]([C:7]([OH:9])=[O:8])[CH:10]=[CH:11][C:12]=2[CH3:13])[C:24]=1[NH2:25])=[O:26])[CH3:15]. The yield is 0.680. (4) The reactants are [CH2:1]([N:8]1[CH2:12][C@@H:11]([C:13]2[CH:18]=[CH:17][C:16]([Cl:19])=[C:15]([Cl:20])[CH:14]=2)[C@H:10]([NH:21][CH3:22])[CH2:9]1)[C:2]1[CH:7]=[CH:6][CH:5]=[CH:4][CH:3]=1.CCN(CC)CC.[CH3:42][C:41]([O:40][C:38](O[C:38]([O:40][C:41]([CH3:44])([CH3:43])[CH3:42])=[O:39])=[O:39])([CH3:44])[CH3:43]. The catalyst is C(Cl)Cl.CN(C1C=CN=CC=1)C. The product is [C:41]([O:40][C:38](=[O:39])[N:21]([C@H:10]1[C@H:11]([C:13]2[CH:18]=[CH:17][C:16]([Cl:19])=[C:15]([Cl:20])[CH:14]=2)[CH2:12][N:8]([CH2:1][C:2]2[CH:7]=[CH:6][CH:5]=[CH:4][CH:3]=2)[CH2:9]1)[CH3:22])([CH3:42])([CH3:43])[CH3:44]. The yield is 0.750. (5) The reactants are [CH3:1][O:2][C:3]1[N:8]=[CH:7][C:6](B(O)O)=[CH:5][N:4]=1.Br[C:13]1[CH:14]=[C:15]2[C:20](=[CH:21][CH:22]=1)[N:19]=[CH:18][N:17]=[C:16]2[C:23]1[CH:28]=[CH:27][N:26]=[C:25]([C:29]([N:31]2[CH2:36][CH2:35][N:34]([C:37](=[O:39])[CH3:38])[CH2:33][CH2:32]2)=[O:30])[CH:24]=1.C([O-])([O-])=O.[Na+].[Na+]. The catalyst is C(#N)C.CCOC(C)=O.C1C=CC([P]([Pd]([P](C2C=CC=CC=2)(C2C=CC=CC=2)C2C=CC=CC=2)([P](C2C=CC=CC=2)(C2C=CC=CC=2)C2C=CC=CC=2)[P](C2C=CC=CC=2)(C2C=CC=CC=2)C2C=CC=CC=2)(C2C=CC=CC=2)C2C=CC=CC=2)=CC=1. The product is [CH3:1][O:2][C:3]1[N:8]=[CH:7][C:6]([C:13]2[CH:14]=[C:15]3[C:20](=[CH:21][CH:22]=2)[N:19]=[CH:18][N:17]=[C:16]3[C:23]2[CH:28]=[CH:27][N:26]=[C:25]([C:29]([N:31]3[CH2:32][CH2:33][N:34]([C:37](=[O:39])[CH3:38])[CH2:35][CH2:36]3)=[O:30])[CH:24]=2)=[CH:5][N:4]=1. The yield is 0.430. (6) The reactants are Cl[S:2]([C:5]1[CH:6]=[C:7]([CH:11]=[CH:12][C:13]=1[CH:14]([CH3:16])[CH3:15])[C:8]([OH:10])=[O:9])(=[O:4])=[O:3].[CH:17](C1C=CC(C(O)=O)=CC=1)(C)C.C([O-])(O)=O.[Na+].[O-]S([O-])=O.[Na+].[Na+].BrCC(O)=O.[OH-].[Na+]. The catalyst is O. The product is [CH3:17][S:2]([C:5]1[CH:6]=[C:7]([CH:11]=[CH:12][C:13]=1[CH:14]([CH3:16])[CH3:15])[C:8]([OH:10])=[O:9])(=[O:4])=[O:3]. The yield is 0.590.